From a dataset of Full USPTO retrosynthesis dataset with 1.9M reactions from patents (1976-2016). Predict the reactants needed to synthesize the given product. (1) The reactants are: [Cl:1][C:2]1[N:17]=[C:16]([Cl:18])[CH:15]=[CH:14][C:3]=1[C:4]([N:6]([CH2:8][CH:9](OC)[O:10]C)[CH3:7])=[O:5].C(O)(C(F)(F)F)=O.O. Given the product [Cl:1][C:2]1[N:17]=[C:16]([Cl:18])[CH:15]=[CH:14][C:3]=1[C:4]([N:6]([CH3:7])[CH2:8][CH:9]=[O:10])=[O:5], predict the reactants needed to synthesize it. (2) Given the product [CH:33]1([NH:32][C:30](=[O:31])[C:28]2[CH:27]=[CH:26][C:25]([CH3:36])=[C:24]([N:18]3[C:17](=[O:37])[C:16]4[C:21](=[CH:22][CH:23]=[C:14]([O:13][CH:10]5[CH2:11][CH2:12][N:8]([CH3:6])[CH2:9]5)[CH:15]=4)[N:20]=[CH:19]3)[CH:29]=2)[CH2:34][CH2:35]1, predict the reactants needed to synthesize it. The reactants are: C(O[C:6]([N:8]1[CH2:12][CH2:11][CH:10]([O:13][C:14]2[CH:15]=[C:16]3[C:21](=[CH:22][CH:23]=2)[N:20]=[CH:19][N:18]([C:24]2[CH:29]=[C:28]([C:30]([NH:32][CH:33]4[CH2:35][CH2:34]4)=[O:31])[CH:27]=[CH:26][C:25]=2[CH3:36])[C:17]3=[O:37])[CH2:9]1)=O)(C)(C)C.CO.